Task: Predict the reaction yield, written as a fraction of the theoretical maximum amount of product (1.0 means a 100% yield; for example, 0.34 means a 34% yield).. Dataset: Reaction yield outcomes from USPTO patents with 853,638 reactions (1) The reactants are O.[ClH:2].[OH:3][C:4]([C:34]1[CH:39]=[CH:38][CH:37]=[CH:36][CH:35]=1)([C:28]1[CH:33]=[CH:32][CH:31]=[CH:30][CH:29]=1)[CH:5]1[CH2:10][CH2:9][N:8]([CH2:11][CH2:12][CH2:13][CH:14]([C:16]2[CH:21]=[CH:20][C:19]([C:22]([CH3:27])([CH3:26])[C:23]([OH:25])=[O:24])=[CH:18][CH:17]=2)[OH:15])[CH2:7][CH2:6]1.O. The catalyst is CC(C)=O. The product is [ClH:2].[OH:3][C:4]([C:34]1[CH:35]=[CH:36][CH:37]=[CH:38][CH:39]=1)([C:28]1[CH:29]=[CH:30][CH:31]=[CH:32][CH:33]=1)[CH:5]1[CH2:10][CH2:9][N:8]([CH2:11][CH2:12][CH2:13][CH:14]([C:16]2[CH:21]=[CH:20][C:19]([C:22]([CH3:27])([CH3:26])[C:23]([OH:25])=[O:24])=[CH:18][CH:17]=2)[OH:15])[CH2:7][CH2:6]1. The yield is 0.950. (2) The reactants are [OH:1][C:2]1[C:7]2[N:8]=[C:9]([NH2:11])[O:10][C:6]=2[CH:5]=[CH:4][CH:3]=1.C1(=O)O[CH2:15][CH2:14][O:13]1. No catalyst specified. The product is [OH:13][CH2:14][CH2:15][O:1][C:2]1[C:7]2[N:8]=[C:9]([NH2:11])[O:10][C:6]=2[CH:5]=[CH:4][CH:3]=1. The yield is 0.460. (3) The reactants are [F:1][C:2]1[CH:19]=[CH:18][C:17]([F:20])=[CH:16][C:3]=1[CH2:4][N:5]1[CH2:10][CH2:9][NH:8][C:7]2[N:11]=[CH:12][C:13](I)=[CH:14][C:6]1=2.[CH2:21]([O:23][C:24](=[O:39])[C:25]1[CH:30]=[C:29](B2OC(C)(C)C(C)O2)[CH:28]=[N:27][CH:26]=1)[CH3:22]. No catalyst specified. The product is [CH2:21]([O:23][C:24](=[O:39])[C:25]1[CH:30]=[C:29]([C:13]2[CH:12]=[N:11][C:7]3[NH:8][CH2:9][CH2:10][N:5]([CH2:4][C:3]4[CH:16]=[C:17]([F:20])[CH:18]=[CH:19][C:2]=4[F:1])[C:6]=3[CH:14]=2)[CH:28]=[N:27][CH:26]=1)[CH3:22]. The yield is 0.290.